Dataset: Full USPTO retrosynthesis dataset with 1.9M reactions from patents (1976-2016). Task: Predict the reactants needed to synthesize the given product. (1) Given the product [OH:19]/[N:18]=[C:16](/[C:9]1[S:10][C:11]([C:12]([F:15])([F:13])[F:14])=[C:7]([C:1]2[CH:6]=[CH:5][CH:4]=[CH:3][CH:2]=2)[CH:8]=1)\[NH2:17], predict the reactants needed to synthesize it. The reactants are: [C:1]1([C:7]2[CH:8]=[C:9]([C:16]#[N:17])[S:10][C:11]=2[C:12]([F:15])([F:14])[F:13])[CH:6]=[CH:5][CH:4]=[CH:3][CH:2]=1.[NH2:18][OH:19].CCOC(C)=O.CCCCCCC. (2) Given the product [Br:8][C:4]1[N:3]=[C:2]([CH:9]([OH:12])[CH2:10][CH3:11])[CH:7]=[CH:6][CH:5]=1, predict the reactants needed to synthesize it. The reactants are: Br[C:2]1[CH:7]=[CH:6][CH:5]=[C:4]([Br:8])[N:3]=1.[CH:9](=[O:12])[CH2:10][CH3:11].N1C=CC=CC=1C(O)CCC. (3) Given the product [CH2:16]([C:14]1[S:15][C:9]2[N:8]([CH2:38][C:35]3[CH:36]=[CH:37][C:32]([C:29]4[C:28]([C:40]#[N:41])=[CH:27][C:26]([F:25])=[CH:31][CH:30]=4)=[CH:33][CH:34]=3)[C:7](=[O:18])[NH:6][C:11](=[O:12])[C:10]=2[CH:13]=1)[CH3:17], predict the reactants needed to synthesize it. The reactants are: COC1C=C(OC)C=CC=1C[N:6]1[C:11](=[O:12])[C:10]2[CH:13]=[C:14]([CH2:16][CH3:17])[S:15][C:9]=2[NH:8][C:7]1=[O:18].[F:25][C:26]1[CH:27]=[C:28]([C:40]#[N:41])[C:29]([C:32]2[CH:37]=[CH:36][C:35]([CH2:38]O)=[CH:34][CH:33]=2)=[CH:30][CH:31]=1.N(C(N1CCCCC1)=O)=NC(N1CCCCC1)=O.C(P(CCCC)CCCC)CCC. (4) Given the product [CH2:15]([N:8]([C:5]1[CH:4]=[CH:3][C:2]([F:1])=[CH:7][CH:6]=1)[CH2:9][C:10]1[N:11]=[CH:12][NH:13][CH:14]=1)[CH3:16], predict the reactants needed to synthesize it. The reactants are: [F:1][C:2]1[CH:7]=[CH:6][C:5]([NH:8][CH2:9][C:10]2[N:11]=[CH:12][NH:13][CH:14]=2)=[CH:4][CH:3]=1.[CH:15](=O)[CH3:16].C(O[BH-](OC(=O)C)OC(=O)C)(=O)C.[Na+].C(O)(=O)C. (5) Given the product [C:7]([NH:11][C:12]1[N:6]2[C:2]([S:3][CH:4]=[CH:5]2)=[N:1][C:17]=1[C:16]1[CH:19]=[CH:20][CH:21]=[CH:22][C:15]=1[O:14][CH3:13])([CH3:10])([CH3:9])[CH3:8], predict the reactants needed to synthesize it. The reactants are: [NH2:1][C:2]1[S:3][CH:4]=[CH:5][N:6]=1.[C:7]([N+:11]#[C-:12])([CH3:10])([CH3:9])[CH3:8].[CH3:13][O:14][C:15]1[CH:22]=[CH:21][CH:20]=[CH:19][C:16]=1[CH:17]=O.